From a dataset of Reaction yield outcomes from USPTO patents with 853,638 reactions. Predict the reaction yield, written as a fraction of the theoretical maximum amount of product (1.0 means a 100% yield; for example, 0.34 means a 34% yield). (1) The reactants are [O:1]1[CH2:6][CH2:5][CH:4]([N:7]2[CH2:12][CH2:11][CH:10]([C:13]([OH:15])=O)[CH2:9][CH2:8]2)[CH2:3][CH2:2]1.P(Cl)(Cl)(Cl)=O.[NH2:21][C:22]1[C:27]2[CH2:28][CH2:29][O:30][C:26]=2[C:25]([C:31]([NH:33][NH2:34])=O)=[CH:24][C:23]=1[Cl:35]. No catalyst specified. The product is [Cl:35][C:23]1[CH:24]=[C:25]([C:31]2[O:15][C:13]([CH:10]3[CH2:9][CH2:8][N:7]([CH:4]4[CH2:3][CH2:2][O:1][CH2:6][CH2:5]4)[CH2:12][CH2:11]3)=[N:34][N:33]=2)[C:26]2[O:30][CH2:29][CH2:28][C:27]=2[C:22]=1[NH2:21]. The yield is 0.131. (2) The reactants are Br[C:2]1[C:10]2[O:9][CH2:8][CH:7]([C:11]3[CH:16]=[CH:15][C:14]([CH:17]([CH3:19])[CH3:18])=[CH:13][CH:12]=3)[C:6]=2[C:5]([CH3:20])=[C:4]([NH:21][C:22](=[O:28])[CH2:23][C:24]([CH3:27])([CH3:26])[CH3:25])[C:3]=1[CH3:29].[N:30]1[CH:35]=[CH:34][CH:33]=[C:32](B(O)O)[CH:31]=1. No catalyst specified. The product is [CH:17]([C:14]1[CH:13]=[CH:12][C:11]([CH:7]2[C:6]3[C:5]([CH3:20])=[C:4]([NH:21][C:22](=[O:28])[CH2:23][C:24]([CH3:27])([CH3:26])[CH3:25])[C:3]([CH3:29])=[C:2]([C:32]4[CH:31]=[N:30][CH:35]=[CH:34][CH:33]=4)[C:10]=3[O:9][CH2:8]2)=[CH:16][CH:15]=1)([CH3:19])[CH3:18]. The yield is 0.320. (3) The reactants are [NH2:1][C@@H:2]([C:4](O)=[O:5])[CH3:3].[H-].[H-].[H-].[H-].[Li+].[Al+3].C1COCC1.[CH3:30][C:29]([O:28][C:26](O[C:26]([O:28][C:29]([CH3:32])([CH3:31])[CH3:30])=[O:27])=[O:27])([CH3:32])[CH3:31]. The catalyst is C(Cl)Cl. The product is [C:26]([C@@H:4]([OH:5])[CH:2]([NH2:1])[CH3:3])([O:28][C:29]([CH3:30])([CH3:31])[CH3:32])=[O:27]. The yield is 0.630. (4) The reactants are [O-][CH2:2]C.[Na+].[CH3:5][O:6][C:7]1[N:12]=[CH:11][C:10]([CH2:13][C:14]2[C:15](=[O:21])[NH:16][C:17](=[S:20])[NH:18][CH:19]=2)=[CH:9][N:8]=1.CI. The catalyst is CCO. The product is [CH3:5][O:6][C:7]1[N:8]=[CH:9][C:10]([CH2:13][C:14]2[C:15](=[O:21])[N:16]=[C:17]([S:20][CH3:2])[NH:18][CH:19]=2)=[CH:11][N:12]=1. The yield is 0.830. (5) The reactants are [CH:1]1([CH2:6][C@H:7]([N:24]2[CH2:28][C:27]([O:29][C:30]3[C:35]([F:36])=[CH:34][CH:33]=[CH:32][C:31]=3[F:37])=[CH:26][C:25]2=[O:38])[C:8]([NH:10][C:11]2[CH:15]=[CH:14][N:13]([CH2:16][C@@H:17]3[CH2:21][O:20]C(C)(C)[O:18]3)[N:12]=2)=[O:9])[CH2:5][CH2:4][CH2:3][CH2:2]1.Cl. The catalyst is O1CCCC1.C(OCC)(=O)C. The product is [CH:1]1([CH2:6][C@H:7]([N:24]2[CH2:28][C:27]([O:29][C:30]3[C:35]([F:36])=[CH:34][CH:33]=[CH:32][C:31]=3[F:37])=[CH:26][C:25]2=[O:38])[C:8]([NH:10][C:11]2[CH:15]=[CH:14][N:13]([CH2:16][C@@H:17]([OH:18])[CH2:21][OH:20])[N:12]=2)=[O:9])[CH2:2][CH2:3][CH2:4][CH2:5]1. The yield is 0.630. (6) The reactants are [CH:1]1([CH:6]([N:10]2[CH:14]=[C:13]([B:15]3[O:19][C:18]([CH3:21])([CH3:20])[C:17]([CH3:23])([CH3:22])[O:16]3)[CH:12]=[N:11]2)[CH2:7][C:8]#[N:9])[CH2:5][CH2:4][CH2:3][CH2:2]1. The catalyst is C(O)C. The product is [CH:1]1([C@H:6]([N:10]2[CH:14]=[C:13]([B:15]3[O:19][C:18]([CH3:21])([CH3:20])[C:17]([CH3:23])([CH3:22])[O:16]3)[CH:12]=[N:11]2)[CH2:7][C:8]#[N:9])[CH2:5][CH2:4][CH2:3][CH2:2]1. The yield is 0.945.